From a dataset of Peptide-MHC class II binding affinity with 134,281 pairs from IEDB. Regression. Given a peptide amino acid sequence and an MHC pseudo amino acid sequence, predict their binding affinity value. This is MHC class II binding data. (1) The peptide sequence is ALYEKKLALYLLLAL. The MHC is HLA-DQA10102-DQB10501 with pseudo-sequence HLA-DQA10102-DQB10501. The binding affinity (normalized) is 0. (2) The peptide sequence is RSALILRGSVAHKSC. The MHC is DRB1_1302 with pseudo-sequence DRB1_1302. The binding affinity (normalized) is 0.483. (3) The peptide sequence is AFKVAATAANAPPAN. The MHC is HLA-DPA10201-DPB11401 with pseudo-sequence HLA-DPA10201-DPB11401. The binding affinity (normalized) is 0.685. (4) The peptide sequence is EKKWFAATQFEPLAA. The MHC is HLA-DQA10401-DQB10402 with pseudo-sequence HLA-DQA10401-DQB10402. The binding affinity (normalized) is 0.535. (5) The peptide sequence is PGPNITATYGGKWLD. The MHC is DRB1_0401 with pseudo-sequence DRB1_0401. The binding affinity (normalized) is 0.142. (6) The peptide sequence is PAPMLAAAAGWQTLS. The MHC is DRB3_0101 with pseudo-sequence DRB3_0101. The binding affinity (normalized) is 0.188.